Dataset: Catalyst prediction with 721,799 reactions and 888 catalyst types from USPTO. Task: Predict which catalyst facilitates the given reaction. Product: [NH2:27][CH2:26][C:25]1[CH:35]=[CH:36][C:22]([C:13]2[C:14]([C:16]3[CH:17]=[CH:18][CH:19]=[CH:20][CH:21]=3)=[CH:15][C:6]3[N:5]([CH2:4][CH:1]4[CH2:2][CH2:3]4)[C:10](=[O:11])[CH2:9][O:8][C:7]=3[N:12]=2)=[CH:23][CH:24]=1. The catalyst class is: 67. Reactant: [CH:1]1([CH2:4][N:5]2[C:10](=[O:11])[CH2:9][O:8][C:7]3[N:12]=[C:13]([C:22]4[CH:36]=[CH:35][C:25]([CH2:26][NH:27]C(=O)OC(C)(C)C)=[CH:24][CH:23]=4)[C:14]([C:16]4[CH:21]=[CH:20][CH:19]=[CH:18][CH:17]=4)=[CH:15][C:6]2=3)[CH2:3][CH2:2]1.